Dataset: Full USPTO retrosynthesis dataset with 1.9M reactions from patents (1976-2016). Task: Predict the reactants needed to synthesize the given product. (1) Given the product [O:17]1[CH2:18][CH2:19][N:14]([CH2:2][C:3]2[CH:4]=[C:5]([CH:8]=[C:9]([N+:11]([O-:13])=[O:12])[CH:10]=2)[C:6]#[N:7])[CH2:15][CH2:16]1, predict the reactants needed to synthesize it. The reactants are: Br[CH2:2][C:3]1[CH:4]=[C:5]([CH:8]=[C:9]([N+:11]([O-:13])=[O:12])[CH:10]=1)[C:6]#[N:7].[NH:14]1[CH2:19][CH2:18][O:17][CH2:16][CH2:15]1.C(N(CC)CC)C. (2) Given the product [NH2:8][C:7](=[N:9][C:10]1[CH:11]=[CH:12][C:13]([NH:16][C:17](=[O:27])[CH2:18][CH:19]2[CH2:20][CH2:21][S:31][S:30]2)=[CH:14][CH:15]=1)[C:3]1[S:2][CH:6]=[CH:5][CH:4]=1, predict the reactants needed to synthesize it. The reactants are: Cl.[S:2]1[CH:6]=[CH:5][CH:4]=[C:3]1[C:7]([NH:9][C:10]1[CH:15]=[CH:14][C:13]([NH:16][C:17](=[O:27])[CH2:18][CH2:19][CH2:20][CH2:21]C2CCSS2)=[CH:12][CH:11]=1)=[NH:8].C1[C@@H](CC(O)=O)[S:31][S:30]C1.S1CCC(CC(O)=O)S1.C1[C@@H](CCCCC(O)=O)SSC1. (3) Given the product [F:11][C:3]1[CH:4]=[C:5]([N+:8]([O-:10])=[O:9])[CH:6]=[CH:7][C:2]=1[N:21]1[CH2:22][CH2:23][CH:18]([N:12]2[CH2:17][CH2:16][CH2:15][CH2:14][CH2:13]2)[CH2:19][CH2:20]1, predict the reactants needed to synthesize it. The reactants are: F[C:2]1[CH:7]=[CH:6][C:5]([N+:8]([O-:10])=[O:9])=[CH:4][C:3]=1[F:11].[N:12]1([CH:18]2[CH2:23][CH2:22][NH:21][CH2:20][CH2:19]2)[CH2:17][CH2:16][CH2:15][CH2:14][CH2:13]1. (4) Given the product [CH2:1]([O:8][C:9]1[CH:14]=[CH:13][N:12]([C:15]2[CH:16]=[C:17]3[C:21](=[CH:22][CH:23]=2)[N:20]([CH2:26][CH2:27][N:28]2[CH2:33][CH2:32][O:31][CH2:30][CH2:29]2)[N:19]=[CH:18]3)[C:11](=[O:24])[CH:10]=1)[C:2]1[CH:7]=[CH:6][CH:5]=[CH:4][CH:3]=1, predict the reactants needed to synthesize it. The reactants are: [CH2:1]([O:8][C:9]1[CH:14]=[CH:13][N:12]([C:15]2[CH:16]=[C:17]3[C:21](=[CH:22][CH:23]=2)[NH:20][N:19]=[CH:18]3)[C:11](=[O:24])[CH:10]=1)[C:2]1[CH:7]=[CH:6][CH:5]=[CH:4][CH:3]=1.Cl[CH2:26][CH2:27][N:28]1[CH2:33][CH2:32][O:31][CH2:30][CH2:29]1.C([O-])([O-])=O.[Cs+].[Cs+]. (5) The reactants are: [CH2:1]([O:8][C:9]1[C:10]2[N:11]([C:15]([C:18]3[CH:23]=[CH:22][N:21]=[C:20](Cl)[N:19]=3)=[CH:16][N:17]=2)[CH:12]=[CH:13][CH:14]=1)[C:2]1[CH:7]=[CH:6][CH:5]=[CH:4][CH:3]=1.[NH2:25][CH:26]1[CH2:31][CH2:30][CH:29]([NH:32][S:33]([CH3:36])(=[O:35])=[O:34])[CH2:28][CH2:27]1. Given the product [CH2:1]([O:8][C:9]1[C:10]2[N:11]([C:15]([C:18]3[CH:23]=[CH:22][N:21]=[C:20]([NH:25][CH:26]4[CH2:31][CH2:30][CH:29]([NH:32][S:33]([CH3:36])(=[O:35])=[O:34])[CH2:28][CH2:27]4)[N:19]=3)=[CH:16][N:17]=2)[CH:12]=[CH:13][CH:14]=1)[C:2]1[CH:7]=[CH:6][CH:5]=[CH:4][CH:3]=1, predict the reactants needed to synthesize it. (6) Given the product [Cl:1][C:2]1[CH:3]=[C:4]([NH:5][C:34]([NH:50][C:47]2[CH:48]=[CH:49][O:45][N:46]=2)=[O:36])[CH:6]=[CH:7][C:8]=1[O:9][C:10]1[C:19]2[C:14](=[CH:15][C:16]([O:22][CH3:23])=[C:17]([O:20][CH3:21])[CH:18]=2)[N:13]=[CH:12][CH:11]=1, predict the reactants needed to synthesize it. The reactants are: [Cl:1][C:2]1[CH:3]=[C:4]([CH:6]=[CH:7][C:8]=1[O:9][C:10]1[C:19]2[C:14](=[CH:15][C:16]([O:22][CH3:23])=[C:17]([O:20][CH3:21])[CH:18]=2)[N:13]=[CH:12][CH:11]=1)[NH2:5].C(N(CC)C(C)C)(C)C.Cl[C:34](Cl)([O:36]C(=O)OC(Cl)(Cl)Cl)Cl.[O:45]1[CH:49]=[CH:48][C:47]([NH2:50])=[N:46]1.C(=O)([O-])O.[Na+]. (7) The reactants are: [CH3:1][O:2][C:3]([C:5]1[C:6]([CH2:20][O:21][CH3:22])=[N:7][N:8]([C:13]2[CH:18]=[CH:17][CH:16]=[C:15](Br)[CH:14]=2)[C:9]=1[CH2:10][O:11][CH3:12])=[O:4].[Cl:23][C:24]1[CH:29]=[CH:28][C:27](/[CH:30]=[CH:31]/B(O)O)=[CH:26][CH:25]=1. Given the product [CH3:1][O:2][C:3]([C:5]1[C:6]([CH2:20][O:21][CH3:22])=[N:7][N:8]([C:13]2[CH:18]=[CH:17][CH:16]=[C:15](/[CH:31]=[CH:30]/[C:27]3[CH:28]=[CH:29][C:24]([Cl:23])=[CH:25][CH:26]=3)[CH:14]=2)[C:9]=1[CH2:10][O:11][CH3:12])=[O:4], predict the reactants needed to synthesize it.